Dataset: Forward reaction prediction with 1.9M reactions from USPTO patents (1976-2016). Task: Predict the product of the given reaction. (1) Given the reactants [CH3:1][O:2][C:3]1[CH:4]=[N:5][C:6]2[C:11]([CH:12]=1)=[CH:10][C:9]([CH2:13][C:14]([O:16][C:17]([CH3:20])([CH3:19])[CH3:18])=[O:15])=[CH:8][CH:7]=2.[CH3:21][Si]([N-][Si](C)(C)C)(C)C.[Li+].IC, predict the reaction product. The product is: [CH3:1][O:2][C:3]1[CH:4]=[N:5][C:6]2[C:11]([CH:12]=1)=[CH:10][C:9]([CH:13]([CH3:21])[C:14]([O:16][C:17]([CH3:20])([CH3:19])[CH3:18])=[O:15])=[CH:8][CH:7]=2. (2) Given the reactants F[C:2]1[CH:7]=[CH:6][C:5]([S:8]([CH:11]2[CH2:17][CH2:16][CH2:15][CH2:14][N:13]([O:18][C:19]([C:32]3[CH:37]=[CH:36][CH:35]=[CH:34][CH:33]=3)([C:26]3[CH:31]=[CH:30][CH:29]=[CH:28][CH:27]=3)[C:20]3[CH:25]=[CH:24][CH:23]=[CH:22][CH:21]=3)[C:12]2=[O:38])(=[O:10])=[O:9])=[CH:4][CH:3]=1.[CH3:39][O:40][C:41]1[CH:46]=[CH:45][C:44]([OH:47])=[CH:43][CH:42]=1.C([O-])([O-])=O.[K+].[K+], predict the reaction product. The product is: [CH3:39][O:40][C:41]1[CH:46]=[CH:45][C:44]([O:47][C:2]2[CH:7]=[CH:6][C:5]([S:8]([CH:11]3[CH2:17][CH2:16][CH2:15][CH2:14][N:13]([O:18][C:19]([C:32]4[CH:37]=[CH:36][CH:35]=[CH:34][CH:33]=4)([C:26]4[CH:31]=[CH:30][CH:29]=[CH:28][CH:27]=4)[C:20]4[CH:25]=[CH:24][CH:23]=[CH:22][CH:21]=4)[C:12]3=[O:38])(=[O:10])=[O:9])=[CH:4][CH:3]=2)=[CH:43][CH:42]=1. (3) Given the reactants [C:1]([Si:5]([CH3:14])([CH3:13])[O:6][C@@H:7]1[CH2:11][CH2:10][C@H:9]([NH2:12])[CH2:8]1)([CH3:4])([CH3:3])[CH3:2].CN(C=O)C.Cl[C:21]1[CH:26]=[CH:25][C:24]([N+:27]([O-])=O)=[CH:23][N:22]=1.C([O-])([O-])=O.[K+].[K+], predict the reaction product. The product is: [C:1]([Si:5]([CH3:14])([CH3:13])[O:6][C@@H:7]1[CH2:11][CH2:10][C@H:9]([NH:12][C:21]2[CH:26]=[CH:25][C:24]([NH2:27])=[CH:23][N:22]=2)[CH2:8]1)([CH3:4])([CH3:3])[CH3:2]. (4) Given the reactants [CH3:1][S:2][C:3]1[N:4]=[C:5]([C:36]([F:39])([F:38])[F:37])[C:6]2[C:11]([C:12]3[CH:17]=[CH:16][CH:15]=[CH:14][CH:13]=3)=[C:10]([C:18]3[CH:23]=[CH:22][C:21]([C:24]4([NH:28]C(=O)OC(C)(C)C)[CH2:27][CH2:26][CH2:25]4)=[CH:20][CH:19]=3)[O:9][C:7]=2[N:8]=1.NC1(C2C=CC(C3OC4N=C(NCCO)N=C(C)C=4C=3C3C=CC=CC=3)=CC=2)CCC1.[ClH:71].O1CCOCC1, predict the reaction product. The product is: [ClH:71].[CH3:1][S:2][C:3]1[N:4]=[C:5]([C:36]([F:38])([F:37])[F:39])[C:6]2[C:11]([C:12]3[CH:13]=[CH:14][CH:15]=[CH:16][CH:17]=3)=[C:10]([C:18]3[CH:23]=[CH:22][C:21]([C:24]4([NH2:28])[CH2:25][CH2:26][CH2:27]4)=[CH:20][CH:19]=3)[O:9][C:7]=2[N:8]=1.